This data is from Reaction yield outcomes from USPTO patents with 853,638 reactions. The task is: Predict the reaction yield, written as a fraction of the theoretical maximum amount of product (1.0 means a 100% yield; for example, 0.34 means a 34% yield). (1) The reactants are [F:1][C:2]1[C:16]([F:17])=[CH:15][CH:14]=[C:13]([C:18]([N:20]2CC(=C)C2)=[O:19])[C:3]=1[NH:4][C:5]1[CH:10]=[CH:9][C:8]([I:11])=[CH:7][C:6]=1[F:12].C[N+]1([O-])CC[O:29][CH2:28]C1.[CH3:33][C:34]([CH3:36])=[O:35].O. The catalyst is [Os](=O)(=O)(=O)=O. The product is [F:1][C:2]1[C:3]([NH:4][C:5]2[CH:10]=[CH:9][C:8]([I:11])=[CH:7][C:6]=2[F:12])=[C:13]([C:18]([N:20]2[CH2:36][C:34]([CH2:28][OH:29])([OH:35])[CH2:33]2)=[O:19])[CH:14]=[CH:15][C:16]=1[F:17]. The yield is 0.280. (2) The reactants are [C:1]([O:5][C:6]([NH:8][C:9]1[CH:10]=[CH:11][C:12]([CH3:18])=[C:13]([CH:17]=1)[C:14]([OH:16])=O)=[O:7])([CH3:4])([CH3:3])[CH3:2].[CH3:19][C:20]1[S:21][C:22]([NH2:25])=[CH:23][N:24]=1.CN(C(ON1N=NC2C=CC=NC1=2)=[N+](C)C)C.F[P-](F)(F)(F)(F)F.N1C=CC=CC=1. The catalyst is CN(C=O)C.CCOC(C)=O. The product is [CH3:18][C:12]1[CH:11]=[CH:10][C:9]([NH:8][C:6](=[O:7])[O:5][C:1]([CH3:2])([CH3:3])[CH3:4])=[CH:17][C:13]=1[C:14]([NH:25][C:22]1[S:21][C:20]([CH3:19])=[N:24][CH:23]=1)=[O:16]. The yield is 0.850.